From a dataset of Reaction yield outcomes from USPTO patents with 853,638 reactions. Predict the reaction yield, written as a fraction of the theoretical maximum amount of product (1.0 means a 100% yield; for example, 0.34 means a 34% yield). (1) The product is [NH2:18][C:13]1[C:12]2=[C:11]([C:19]3[CH:20]=[CH:21][C:22]4[C:26]([CH:27]=3)=[N:25][N:24]([CH2:28][C:29]3[CH:34]=[CH:33][CH:32]=[CH:31][CH:30]=3)[CH:23]=4)[CH:10]=[C:9]([C:5]3[CH:4]=[C:3]([CH:8]=[CH:7][CH:6]=3)[CH2:2][NH:1][C:35](=[O:37])[CH3:36])[N:17]2[N:16]=[CH:15][N:14]=1. No catalyst specified. The reactants are [NH2:1][CH2:2][C:3]1[CH:4]=[C:5]([C:9]2[N:17]3[C:12]([C:13]([NH2:18])=[N:14][CH:15]=[N:16]3)=[C:11]([C:19]3[CH:20]=[CH:21][C:22]4[C:26]([CH:27]=3)=[N:25][N:24]([CH2:28][C:29]3[CH:34]=[CH:33][CH:32]=[CH:31][CH:30]=3)[CH:23]=4)[CH:10]=2)[CH:6]=[CH:7][CH:8]=1.[C:35](Cl)(=[O:37])[CH3:36]. The yield is 0.0600. (2) The reactants are [C:1]([O:10]C)(=O)[C:2]1[C:3](=[CH:5][CH:6]=[CH:7][CH:8]=1)[NH2:4].[Cl:12][CH2:13][C:14]#[N:15].Cl.C([O-])(O)=O.[Na+]. The catalyst is O1CCOCC1.O. The product is [Cl:12][CH2:13][C:14]1[NH:15][C:1](=[O:10])[C:2]2[C:3](=[CH:5][CH:6]=[CH:7][CH:8]=2)[N:4]=1. The yield is 0.590. (3) The reactants are C(N)C1C=CC=CC=1.[NH:9]1[CH2:14][CH2:13][CH2:12][CH2:11][CH2:10]1.[C:15]([C:18]1[S:22][C:21]([N:23]2[CH2:27][CH2:26][N:25]([CH2:28][C:29]3[CH:37]=[CH:36][C:32]([C:33](O)=[O:34])=[CH:31][CH:30]=3)[C:24]2=[O:38])=[N:20][C:19]=1[CH3:39])(=[O:17])[CH3:16]. No catalyst specified. The product is [C:15]([C:18]1[S:22][C:21]([N:23]2[CH2:27][CH2:26][N:25]([CH2:28][C:29]3[CH:37]=[CH:36][C:32]([C:33]([N:9]4[CH2:14][CH2:13][CH2:12][CH2:11][CH2:10]4)=[O:34])=[CH:31][CH:30]=3)[C:24]2=[O:38])=[N:20][C:19]=1[CH3:39])(=[O:17])[CH3:16]. The yield is 0.540. (4) The reactants are C[N:2]1[CH2:7][CH2:6]O[CH2:4][CH2:3]1.[CH:8]1([NH2:12])CC[CH2:9]1.ON1C2C=CC=CC=2N=N1.[ClH:23].CN(C)CCCN=C=NCC.[Cl:35]C1C(Cl)=CC=CC=1NC1C=C(C(F)(F)[F:54])C(C(O)=O)=CN=1. The catalyst is CN(C)C=O. The product is [ClH:35].[ClH:23].[F:54][C:7]1[CH:6]=[C:9]([CH2:8][NH2:12])[CH:4]=[CH:3][N:2]=1. The yield is 0.810.